From a dataset of Reaction yield outcomes from USPTO patents with 853,638 reactions. Predict the reaction yield, written as a fraction of the theoretical maximum amount of product (1.0 means a 100% yield; for example, 0.34 means a 34% yield). (1) The reactants are [CH3:1][C:2]1[N:7]=[C:6]2[S:8][C:9]3[CH2:14][CH2:13][CH2:12][CH2:11][C:10]=3[C:5]2=[C:4]([C:15]2[CH:20]=[CH:19][C:18]([CH3:21])=[CH:17][CH:16]=2)[C:3]=1[CH2:22]O.C1(P(C2C=CC=CC=2)C2C=CC=CC=2)C=CC=CC=1.C(Br)(Br)(Br)[Br:44]. The catalyst is ClCCl. The product is [CH3:1][C:2]1[N:7]=[C:6]2[S:8][C:9]3[CH2:14][CH2:13][CH2:12][CH2:11][C:10]=3[C:5]2=[C:4]([C:15]2[CH:20]=[CH:19][C:18]([CH3:21])=[CH:17][CH:16]=2)[C:3]=1[CH2:22][Br:44]. The yield is 0.800. (2) The reactants are [S:1]1[CH:5]=[CH:4][CH:3]=[C:2]1[CH2:6][NH2:7].[C:8]1(=O)[O:13][C:11](=[O:12])[C:10]2=[CH:14][CH:15]=[CH:16][CH:17]=[C:9]12. The catalyst is C1(C)C=CC=CC=1. The product is [S:1]1[CH:5]=[CH:4][CH:3]=[C:2]1[CH2:6][N:7]1[C:11](=[O:12])[C:10]2[C:9](=[CH:17][CH:16]=[CH:15][CH:14]=2)[C:8]1=[O:13]. The yield is 0.950. (3) The reactants are C([O:3][P:4]([CH2:9][CH2:10][NH:11][C:12]([C:14]1[C:15]2[CH:16]=[CH:17][CH:18]=[N:19][C:20]=2[C:21]([O:36]C(C2C=CC=CC=2)C2C=CC=CC=2)=[C:22]2[C:26](=[O:27])[N:25]([CH2:28][C:29]3[CH:34]=[CH:33][C:32]([F:35])=[CH:31][CH:30]=3)[CH2:24][C:23]=12)=[O:13])(=[O:8])[O:5]CC)C.C[Si](Br)(C)C. The catalyst is ClCCl. The product is [F:35][C:32]1[CH:31]=[CH:30][C:29]([CH2:28][N:25]2[C:26](=[O:27])[C:22]3[C:23](=[C:14]([C:12]([NH:11][CH2:10][CH2:9][P:4](=[O:3])([OH:5])[OH:8])=[O:13])[C:15]4[CH:16]=[CH:17][CH:18]=[N:19][C:20]=4[C:21]=3[OH:36])[CH2:24]2)=[CH:34][CH:33]=1. The yield is 0.520. (4) The reactants are [Br:1][C:2]1[CH:7]=[C:6]([NH:8][C:9]([CH3:13])([CH3:12])[CH2:10][OH:11])[C:5]([N+:14]([O-:16])=[O:15])=[CH:4][N:3]=1.[Si:17](Cl)([C:20]([CH3:23])([CH3:22])[CH3:21])([CH3:19])[CH3:18].N1C=CN=C1. The catalyst is O1CCCC1.CN(C)C1C=CN=CC=1.O. The product is [Br:1][C:2]1[CH:7]=[C:6]([NH:8][C:9]([CH3:12])([CH3:13])[CH2:10][O:11][Si:17]([C:20]([CH3:23])([CH3:22])[CH3:21])([CH3:19])[CH3:18])[C:5]([N+:14]([O-:16])=[O:15])=[CH:4][N:3]=1. The yield is 0.770. (5) The reactants are [C:1]([O:5][C:6]([N:8]([CH2:13][C:14]1[CH:15]=[CH:16][C:17]([C:20]2[S:28][C:27]3[C:22](=[N:23][CH:24]=[CH:25][C:26]=3[O:29][C:30]3[CH:35]=[CH:34][C:33]([NH:36][C:37](=[O:43])[CH2:38][C:39]([O:41]C)=[O:40])=[CH:32][C:31]=3[F:44])[CH:21]=2)=[N:18][CH:19]=1)[CH2:9][CH2:10][O:11][CH3:12])=[O:7])([CH3:4])([CH3:3])[CH3:2]. The catalyst is C1COCC1.O. The product is [C:1]([O:5][C:6]([N:8]([CH2:13][C:14]1[CH:15]=[CH:16][C:17]([C:20]2[S:28][C:27]3[C:22](=[N:23][CH:24]=[CH:25][C:26]=3[O:29][C:30]3[CH:35]=[CH:34][C:33]([NH:36][C:37](=[O:43])[CH2:38][C:39]([OH:41])=[O:40])=[CH:32][C:31]=3[F:44])[CH:21]=2)=[N:18][CH:19]=1)[CH2:9][CH2:10][O:11][CH3:12])=[O:7])([CH3:4])([CH3:2])[CH3:3]. The yield is 0.920. (6) The reactants are [Si:1]([O:8][CH2:9][C:10]1[N:11]([CH3:35])[C:12]2[C:17]([CH:18]=1)=[CH:16][C:15]1[C:19](=[N:23][CH2:24][C:25]3[CH:30]=[CH:29][C:28]([O:31][CH3:32])=[CH:27][C:26]=3[O:33][CH3:34])[CH2:20][CH2:21][CH2:22][C:14]=1[CH:13]=2)([C:4]([CH3:7])([CH3:6])[CH3:5])([CH3:3])[CH3:2].[CH:36]([C:45](OC)=[O:46])([C:41](OC)=[O:42])[C:37]([O:39][CH3:40])=[O:38]. The catalyst is O(C1C=CC=CC=1)C1C=CC=CC=1. The product is [Si:1]([O:8][CH2:9][C:10]1[N:11]([CH3:35])[C:12]2[C:17]([CH:18]=1)=[CH:16][C:15]1[C:19]3[N:23]([CH2:24][C:25]4[CH:30]=[CH:29][C:28]([O:31][CH3:32])=[CH:27][C:26]=4[O:33][CH3:34])[C:41](=[O:42])[C:36]([C:37]([O:39][CH3:40])=[O:38])=[C:45]([OH:46])[C:20]=3[CH2:21][CH2:22][C:14]=1[CH:13]=2)([C:4]([CH3:7])([CH3:6])[CH3:5])([CH3:3])[CH3:2]. The yield is 0.630. (7) The reactants are [Cl:1][C:2]1[CH:3]=[C:4]([OH:11])[C:5]([N+:8]([O-:10])=[O:9])=[N:6][CH:7]=1.C([O-])([O-])=O.[K+].[K+].Br[CH2:19][CH:20]=[CH2:21]. The catalyst is C(#N)C. The product is [Cl:1][C:2]1[CH:3]=[C:4]([O:11][CH2:21][CH:20]=[CH2:19])[C:5]([N+:8]([O-:10])=[O:9])=[N:6][CH:7]=1. The yield is 0.760.